Task: Predict the reactants needed to synthesize the given product.. Dataset: Full USPTO retrosynthesis dataset with 1.9M reactions from patents (1976-2016) (1) Given the product [Cl:1][C:2]1[CH:3]=[C:4]([B:27]([OH:30])[OH:28])[C:5]([O:8][CH2:9][C:10]2[CH:15]=[CH:14][CH:13]=[CH:12][CH:11]=2)=[N:6][CH:7]=1, predict the reactants needed to synthesize it. The reactants are: [Cl:1][C:2]1[CH:3]=[C:4](I)[C:5]([O:8][CH2:9][C:10]2[CH:15]=[CH:14][CH:13]=[CH:12][CH:11]=2)=[N:6][CH:7]=1.C([Mg]Cl)(C)C.C(OCC)C.[B:27](OC)([O:30]C)[O:28]C.[OH-].[Na+]. (2) Given the product [NH2:16][CH2:15][CH2:14][N:8]1[C:7]([CH3:24])=[C:6]([C:25]2[CH:26]=[CH:27][CH:28]=[CH:29][CH:30]=2)[C:5]2[C:10](=[CH:11][CH:12]=[C:3]([O:2][CH3:1])[CH:4]=2)[C:9]1=[O:13], predict the reactants needed to synthesize it. The reactants are: [CH3:1][O:2][C:3]1[CH:4]=[C:5]2[C:10](=[CH:11][CH:12]=1)[C:9](=[O:13])[N:8]([CH2:14][CH2:15][NH:16]C(=O)OC(C)(C)C)[C:7]([CH3:24])=[C:6]2[C:25]1[CH:30]=[CH:29][CH:28]=[CH:27][CH:26]=1. (3) Given the product [CH3:1][O:2][C:3](=[O:11])[C:4]1[CH:9]=[CH:8][CH:7]=[N:6][C:5]=1[NH:10][C:23]([C:22]1[CH:26]=[CH:27][N:28]=[C:20]([Cl:19])[CH:21]=1)=[O:24], predict the reactants needed to synthesize it. The reactants are: [CH3:1][O:2][C:3](=[O:11])[C:4]1[CH:9]=[CH:8][CH:7]=[N:6][C:5]=1[NH2:10].C(N(CC)CC)C.[Cl:19][C:20]1[CH:21]=[C:22]([CH:26]=[CH:27][N:28]=1)[C:23](Cl)=[O:24]. (4) Given the product [Cl:1][C:2]1[C:10]2[S:9][C:8]([CH2:11][OH:12])=[CH:7][C:6]=2[CH:5]=[CH:4][CH:3]=1, predict the reactants needed to synthesize it. The reactants are: [Cl:1][C:2]1[C:10]2[S:9][C:8]([C:11](O)=[O:12])=[CH:7][C:6]=2[CH:5]=[CH:4][CH:3]=1.O. (5) Given the product [C:2]1([C:10]2[CH:15]=[CH:14][CH:13]=[CH:12][CH:11]=2)[CH:7]=[CH:6][CH:5]=[C:4]([CH2:8][OH:9])[CH:3]=1, predict the reactants needed to synthesize it. The reactants are: I[C:2]1[CH:3]=[C:4]([CH2:8][OH:9])[CH:5]=[CH:6][CH:7]=1.[C:10]1(B(O)O)[CH:15]=[CH:14][CH:13]=[CH:12][CH:11]=1.C1C=CC(P(C2C=CC=CC=2)C2C=CC=CC=2)=CC=1.C([O-])([O-])=O.[Cs+].[Cs+]. (6) Given the product [Br:15][C:16]1[CH:17]=[CH:18][C:19]([O:3][CH:4]2[CH2:5][CH2:6][CH:7]([C:10]([O:12][CH2:13][CH3:14])=[O:11])[CH2:8][CH2:9]2)=[N:20][CH:21]=1, predict the reactants needed to synthesize it. The reactants are: [H-].[Na+].[OH:3][CH:4]1[CH2:9][CH2:8][CH:7]([C:10]([O:12][CH2:13][CH3:14])=[O:11])[CH2:6][CH2:5]1.[Br:15][C:16]1[CH:17]=[CH:18][C:19](F)=[N:20][CH:21]=1.